From a dataset of Full USPTO retrosynthesis dataset with 1.9M reactions from patents (1976-2016). Predict the reactants needed to synthesize the given product. (1) The reactants are: [CH:1]1([O:4][C:5]2[CH:15]=[C:14]([S:16][CH3:17])[C:8]([C:9]([O:11]CC)=[O:10])=[C:7]([S:18][CH3:19])[CH:6]=2)[CH2:3][CH2:2]1.[Li+].[OH-]. Given the product [CH:1]1([O:4][C:5]2[CH:6]=[C:7]([S:18][CH3:19])[C:8]([C:9]([OH:11])=[O:10])=[C:14]([S:16][CH3:17])[CH:15]=2)[CH2:2][CH2:3]1, predict the reactants needed to synthesize it. (2) Given the product [F:41][C:19]([F:18])([F:40])[C:20]1[CH:21]=[C:22]([N:26]2[CH2:27][CH2:28][N:29]([C:32]3[N:36]=[C:35]([C:37]#[N:39])[O:34][N:33]=3)[CH2:30][CH2:31]2)[CH:23]=[CH:24][CH:25]=1, predict the reactants needed to synthesize it. The reactants are: BrC1SC(C2N=NN(CC(OCC)=O)N=2)=CN=1.[F:18][C:19]([F:41])([F:40])[C:20]1[CH:21]=[C:22]([N:26]2[CH2:31][CH2:30][N:29]([C:32]3[N:36]=[C:35]([C:37]([NH2:39])=O)[O:34][N:33]=3)[CH2:28][CH2:27]2)[CH:23]=[CH:24][CH:25]=1.C(OC(C(F)(F)F)=O)(C(F)(F)F)=O. (3) Given the product [Cl:24][C:25]1[CH:26]=[N:27][N:28]([C:30]2([C:33]3[NH:12][C:11]4=[N:10][C:9]([N:13]5[CH2:18][CH2:17][CH2:16][C@@H:15]([C:19]([O:21][CH2:22][CH3:23])=[O:20])[CH2:14]5)=[CH:8][CH:7]=[C:6]4[N:5]=3)[CH2:32][CH2:31]2)[CH:29]=1, predict the reactants needed to synthesize it. The reactants are: C(O)(=O)C.[NH2:5][C:6]1[CH:7]=[CH:8][C:9]([N:13]2[CH2:18][CH2:17][CH2:16][C@@H:15]([C:19]([O:21][CH2:22][CH3:23])=[O:20])[CH2:14]2)=[N:10][C:11]=1[NH2:12].[Cl:24][C:25]1[CH:26]=[N:27][N:28]([C:30]2([C:33](=N)OCC)[CH2:32][CH2:31]2)[CH:29]=1.C(N(CC)CC)C. (4) Given the product [CH2:1]([O:3][C:4]1[C:9]([OH:10])=[C:8]([NH:11][S:42]([CH3:45])(=[O:44])=[O:43])[CH:7]=[C:6]([CH:14]2[C:19]([C:20]3[CH:25]=[CH:24][CH:23]=[CH:22][CH:21]=3)=[C:18]([C:26]3[CH:31]=[CH:30][CH:29]=[CH:28][CH:27]=3)[NH:17][C:16](=[O:32])[NH:15]2)[CH:5]=1)[CH3:2], predict the reactants needed to synthesize it. The reactants are: [CH2:1]([O:3][C:4]1[CH:5]=[C:6]([CH:14]2[C:19]([C:20]3[CH:25]=[CH:24][CH:23]=[CH:22][CH:21]=3)=[C:18]([C:26]3[CH:31]=[CH:30][CH:29]=[CH:28][CH:27]=3)[NH:17][C:16](=[O:32])[NH:15]2)[CH:7]=[C:8]([N+:11]([O-])=O)[C:9]=1[OH:10])[CH3:2].[NH4+].[Cl-].CCN(CC)CC.[S:42](Cl)([CH3:45])(=[O:44])=[O:43].